Predict the reaction yield, written as a fraction of the theoretical maximum amount of product (1.0 means a 100% yield; for example, 0.34 means a 34% yield). From a dataset of Reaction yield outcomes from USPTO patents with 853,638 reactions. (1) The reactants are [F:1][C:2]([F:35])([F:34])[C:3]1[CH:8]=[CH:7][CH:6]=[CH:5][C:4]=1[CH:9]1[CH2:14][CH2:13][N:12]([C:15]([C:17]2[C:21]3[CH2:22][N:23]([C:27](OC(C)(C)C)=O)[CH2:24][CH2:25][CH2:26][C:20]=3[NH:19][N:18]=2)=[O:16])[CH2:11][CH2:10]1.Cl.C=O.C([O-])(O)=O.[Na+]. The catalyst is CO.CCOCC. The product is [CH3:27][N:23]1[CH2:24][CH2:25][CH2:26][C:20]2[NH:19][N:18]=[C:17]([C:15]([N:12]3[CH2:11][CH2:10][CH:9]([C:4]4[CH:5]=[CH:6][CH:7]=[CH:8][C:3]=4[C:2]([F:35])([F:1])[F:34])[CH2:14][CH2:13]3)=[O:16])[C:21]=2[CH2:22]1. The yield is 0.760. (2) The reactants are [CH:1]([N:3]([CH3:6])[CH2:4][OH:5])=O.[Cl:7][C:8]1[C:12]([Cl:13])=[C:11]([C:14]([NH2:16])=[O:15])[S:10][N:9]=1.C(O)(=O)C.S(=O)(=O)(O)O. The catalyst is O. The product is [CH:4]([N:3]([CH2:1][NH:16][C:14]([C:11]1[S:10][N:9]=[C:8]([Cl:7])[C:12]=1[Cl:13])=[O:15])[CH3:6])=[O:5]. The yield is 0.426.